Dataset: Forward reaction prediction with 1.9M reactions from USPTO patents (1976-2016). Task: Predict the product of the given reaction. (1) Given the reactants [Cl:1][C:2]1[CH:7]=[C:6]([F:8])[CH:5]=[CH:4][C:3]=1[C:9]([C:11]1[C:16]([F:17])=[C:15]([C:18]2[CH:19]=[N:20][CH:21]=[N:22][CH:23]=2)[CH:14]=[CH:13][N:12]=1)=O.Cl.[NH2:25][OH:26], predict the reaction product. The product is: [Cl:1][C:2]1[CH:7]=[C:6]([F:8])[CH:5]=[CH:4][C:3]=1/[C:9](/[C:11]1[C:16]([F:17])=[C:15]([C:18]2[CH:19]=[N:20][CH:21]=[N:22][CH:23]=2)[CH:14]=[CH:13][N:12]=1)=[N:25]/[OH:26]. (2) Given the reactants [CH:1]1[C:10]2[C:5](=[CH:6][CH:7]=[CH:8][CH:9]=2)[CH:4]=[CH:3][C:2]=1[C:11]1[CH2:15][CH2:14][CH:13]([OH:16])[CH:12]=1.[CH2:17]([Zn]CC)C.ICI, predict the reaction product. The product is: [CH:1]1[C:10]2[C:5](=[CH:6][CH:7]=[CH:8][CH:9]=2)[CH:4]=[CH:3][C:2]=1[C:11]12[CH2:17][CH:12]1[CH:13]([OH:16])[CH2:14][CH2:15]2. (3) Given the reactants [C:1]([NH2:5])(=[O:4])[C:2]#[CH:3].O=[C:7]([CH2:14][C:15]([O:17][CH2:18][CH3:19])=[O:16])[CH2:8][C:9]([O:11][CH2:12][CH3:13])=[O:10].C(=O)([O-])[O-].[Na+].[Na+].Cl, predict the reaction product. The product is: [CH2:12]([O:11][C:9](=[O:10])[CH2:8][C:7]1[NH:5][C:1](=[O:4])[CH:2]=[CH:3][C:14]=1[C:15]([O:17][CH2:18][CH3:19])=[O:16])[CH3:13].